This data is from Full USPTO retrosynthesis dataset with 1.9M reactions from patents (1976-2016). The task is: Predict the reactants needed to synthesize the given product. (1) Given the product [CH3:35][O:36][C:37](=[O:64])[C@H:38]([OH:63])[CH2:39][NH:40][C:41](=[O:62])[C:42]1[CH:47]=[CH:46][C:45]([CH2:48][N:49]([C:50]2[CH:51]=[CH:52][C:53]([CH:56]3[CH2:61][CH2:60][CH2:59][CH2:58][CH2:57]3)=[CH:54][CH:55]=2)[C:2]([NH:25][C:24]2[CH:26]=[CH:27][C:28]([O:29][C:30]([F:31])([F:32])[F:33])=[C:22]([CH2:21][O:20][Si:13]([C:16]([CH3:19])([CH3:18])[CH3:17])([CH3:15])[CH3:14])[CH:23]=2)=[O:5])=[CH:44][CH:43]=1, predict the reactants needed to synthesize it. The reactants are: Cl[C:2]([O:5]C(=O)OC(Cl)(Cl)Cl)(Cl)Cl.[Si:13]([O:20][CH2:21][C:22]1[CH:23]=[C:24]([CH:26]=[CH:27][C:28]=1[O:29][C:30]([F:33])([F:32])[F:31])[NH2:25])([C:16]([CH3:19])([CH3:18])[CH3:17])([CH3:15])[CH3:14].Cl.[CH3:35][O:36][C:37](=[O:64])[C@H:38]([OH:63])[CH2:39][NH:40][C:41](=[O:62])[C:42]1[CH:47]=[CH:46][C:45]([CH2:48][NH:49][C:50]2[CH:55]=[CH:54][C:53]([CH:56]3[CH2:61][CH2:60][CH2:59][CH2:58][CH2:57]3)=[CH:52][CH:51]=2)=[CH:44][CH:43]=1.C(N(C(C)C)CC)(C)C.[N-]=C=O. (2) Given the product [C:36]1([C:41]2[CH:46]=[CH:45][CH:44]=[CH:43][CH:42]=2)[CH:37]=[CH:38][CH:39]=[CH:40][C:35]=1[NH:34][C:32]([NH:31][C:27]1[CH:28]=[CH:29][CH:30]=[C:25]([CH2:24][CH2:23][NH:22][CH2:21][C@H:20]([OH:47])[C:12]2[CH:11]=[CH:10][C:9]([OH:8])=[C:18]3[C:13]=2[CH:14]=[CH:15][C:16](=[O:19])[NH:17]3)[CH:26]=1)=[O:33], predict the reactants needed to synthesize it. The reactants are: C([O:8][C:9]1[CH:10]=[CH:11][C:12]([C@@H:20]([OH:47])[CH2:21][NH:22][CH2:23][CH2:24][C:25]2[CH:26]=[C:27]([NH:31][C:32]([NH:34][C:35]3[CH:40]=[CH:39][CH:38]=[CH:37][C:36]=3[C:41]3[CH:46]=[CH:45][CH:44]=[CH:43][CH:42]=3)=[O:33])[CH:28]=[CH:29][CH:30]=2)=[C:13]2[C:18]=1[NH:17][C:16](=[O:19])[CH:15]=[CH:14]2)C1C=CC=CC=1. (3) Given the product [CH2:26]([NH:28][C:29]1[S:30][CH:31]=[CH:32][N:33]=1)[CH3:27].[Cl:1][C:2]1[C:3]([C:35]2[S:36][CH:37]=[CH:38][N:39]=2)=[C:4]([NH:11][S:12]([C:15]2[CH:20]=[CH:19][C:18]([Cl:21])=[C:17]([C:22]([F:23])([F:25])[F:24])[CH:16]=2)(=[O:13])=[O:14])[C:5]([C:8]([NH:28][CH2:26][CH3:27])=[O:9])=[N:6][CH:7]=1, predict the reactants needed to synthesize it. The reactants are: [Cl:1][C:2]1[CH:3]=[C:4]([NH:11][S:12]([C:15]2[CH:20]=[CH:19][C:18]([Cl:21])=[C:17]([C:22]([F:25])([F:24])[F:23])[CH:16]=2)(=[O:14])=[O:13])[C:5]([C:8](O)=[O:9])=[N:6][CH:7]=1.[CH2:26]([NH:28][C:29]1[S:30][CH:31]=[CH:32][N:33]=1)[CH3:27].N[C:35]1[S:36][CH:37]=[CH:38][N:39]=1.[BH3-]C#N.[Na+].CN(C(ON1N=NC2C=CC=NC1=2)=[N+](C)C)C.F[P-](F)(F)(F)(F)F.CCN(C(C)C)C(C)C. (4) Given the product [Cl:18][C:19]1[CH:20]=[C:21]2[C:26](=[CH:27][CH:28]=1)[C:25](=[O:29])[C:24](=[O:9])[CH:23]=[CH:22]2, predict the reactants needed to synthesize it. The reactants are: C1(C([O:9]C(C2C=CC=CC=2)=[Se])=[Se])C=CC=CC=1.[Cl:18][C:19]1[CH:20]=[C:21]2[C:26](=[CH:27][CH:28]=1)[C:25]([OH:29])=[CH:24][CH:23]=[CH:22]2. (5) Given the product [C:1]([C:3]1([C:37]([OH:39])=[O:38])[CH:5]([C:6]2[CH:11]=[CH:10][C:9]([C:12]3[CH:17]=[CH:16][CH:15]=[C:14]([N:18]4[C:27]5[C:22](=[CH:23][CH:24]=[CH:25][N:26]=5)[C:21](=[O:28])[C:20]([C:29]([NH:31][CH:32]5[CH2:34][CH2:33]5)=[O:30])=[CH:19]4)[CH:13]=3)=[CH:8][CH:7]=2)[C:4]1([CH3:36])[CH3:35])#[N:2], predict the reactants needed to synthesize it. The reactants are: [C:1]([C:3]1([C:37]([O:39]C(C)(C)C)=[O:38])[CH:5]([C:6]2[CH:11]=[CH:10][C:9]([C:12]3[CH:17]=[CH:16][CH:15]=[C:14]([N:18]4[C:27]5[C:22](=[CH:23][CH:24]=[CH:25][N:26]=5)[C:21](=[O:28])[C:20]([C:29]([NH:31][CH:32]5[CH2:34][CH2:33]5)=[O:30])=[CH:19]4)[CH:13]=3)=[CH:8][CH:7]=2)[C:4]1([CH3:36])[CH3:35])#[N:2].